This data is from Catalyst prediction with 721,799 reactions and 888 catalyst types from USPTO. The task is: Predict which catalyst facilitates the given reaction. (1) Reactant: [O:1]=[C:2]1[N:8]([CH:9]2[CH2:14][CH2:13][N:12]([C:15]([O:17][C@@H:18]([C:36](O)=[O:37])[CH2:19][C:20]3[CH:25]=[C:24]([CH3:26])[C:23]([O:27][CH2:28][C:29]4[CH:34]=[CH:33][CH:32]=[CH:31][CH:30]=4)=[C:22]([CH3:35])[CH:21]=3)=[O:16])[CH2:11][CH2:10]2)[CH2:7][CH2:6][C:5]2[CH:39]=[CH:40][CH:41]=[CH:42][C:4]=2[NH:3]1.CN(C(ON1N=NC2C=CC=CC1=2)=[N+](C)C)C.[B-](F)(F)(F)F.C(N(CC)CC)C.[N:72]1([CH:83]2[CH2:88][CH2:87][NH:86][CH2:85][CH2:84]2)[CH2:77][CH2:76][CH:75]([C:78]([O:80][CH2:81][CH3:82])=[O:79])[CH2:74][CH2:73]1. Product: [CH2:28]([O:27][C:23]1[C:24]([CH3:26])=[CH:25][C:20]([CH2:19][C@@H:18]([O:17][C:15]([N:12]2[CH2:11][CH2:10][CH:9]([N:8]3[CH2:7][CH2:6][C:5]4[CH:39]=[CH:40][CH:41]=[CH:42][C:4]=4[NH:3][C:2]3=[O:1])[CH2:14][CH2:13]2)=[O:16])[C:36]([N:86]2[CH2:87][CH2:88][CH:83]([N:72]3[CH2:73][CH2:74][CH:75]([C:78]([O:80][CH2:81][CH3:82])=[O:79])[CH2:76][CH2:77]3)[CH2:84][CH2:85]2)=[O:37])=[CH:21][C:22]=1[CH3:35])[C:29]1[CH:34]=[CH:33][CH:32]=[CH:31][CH:30]=1. The catalyst class is: 49. (2) Reactant: [CH3:1][O:2][C:3]1[CH:4]=[C:5]([CH2:11][CH2:12][NH:13][CH2:14][CH2:15][CH2:16][NH:17][C:18](=[O:28])[C:19]2[CH:24]=[CH:23][C:22]([N+:25]([O-:27])=[O:26])=[CH:21][CH:20]=2)[CH:6]=[CH:7][C:8]=1[O:9][CH3:10].[ClH:29]. Product: [OH2:2].[ClH:29].[CH3:1][O:2][C:3]1[CH:4]=[C:5]([CH2:11][CH2:12][NH:13][CH2:14][CH2:15][CH2:16][NH:17][C:18](=[O:28])[C:19]2[CH:20]=[CH:21][C:22]([N+:25]([O-:27])=[O:26])=[CH:23][CH:24]=2)[CH:6]=[CH:7][C:8]=1[O:9][CH3:10]. The catalyst class is: 7. (3) Reactant: [C:1]([C:5]1[C:6]([O:23]S(C2C=CC(C)=CC=2)(=O)=O)=[N:7][N:8]2[C:13]=1[C:12]([CH3:14])=[N:11][N:10]=[C:9]2[C:15]1[CH:20]=[C:19]([F:21])[CH:18]=[CH:17][C:16]=1[F:22])([CH3:4])([CH3:3])[CH3:2].[CH2:34]([N:36]1[C:40]([CH2:41]O)=[N:39][CH:38]=[N:37]1)[CH3:35].[H-].[Na+].O. Product: [C:1]([C:5]1[C:6]([O:23][CH2:41][C:40]2[N:36]([CH2:34][CH3:35])[N:37]=[CH:38][N:39]=2)=[N:7][N:8]2[C:13]=1[C:12]([CH3:14])=[N:11][N:10]=[C:9]2[C:15]1[CH:20]=[C:19]([F:21])[CH:18]=[CH:17][C:16]=1[F:22])([CH3:4])([CH3:2])[CH3:3]. The catalyst class is: 3. (4) Reactant: [CH2:1]([O:3][C:4](=[O:16])[CH:5]([N:13]=[C:14]=[O:15])[CH2:6][C:7]1[CH:12]=[CH:11][CH:10]=[CH:9][CH:8]=1)[CH3:2].[NH2:17][C:18]1[CH:25]=[CH:24][C:21]([C:22]#[N:23])=[CH:20][CH:19]=1. Product: [CH2:1]([O:3][C:4](=[O:16])[CH:5]([NH:13][C:14]([NH:17][C:18]1[CH:25]=[CH:24][C:21]([C:22]#[N:23])=[CH:20][CH:19]=1)=[O:15])[CH2:6][C:7]1[CH:12]=[CH:11][CH:10]=[CH:9][CH:8]=1)[CH3:2]. The catalyst class is: 3. (5) Reactant: [OH-].[Na+].[CH3:3][S:4]([NH:7][C:8]1[CH:17]=[CH:16][C:11]([C:12]([O:14]C)=[O:13])=[CH:10][CH:9]=1)(=[O:6])=[O:5]. Product: [CH3:3][S:4]([NH:7][C:8]1[CH:17]=[CH:16][C:11]([C:12]([OH:14])=[O:13])=[CH:10][CH:9]=1)(=[O:6])=[O:5]. The catalyst class is: 24.